From a dataset of Catalyst prediction with 721,799 reactions and 888 catalyst types from USPTO. Predict which catalyst facilitates the given reaction. (1) Reactant: [CH2:1]([CH:5]1[CH2:13][C:12]2[C:7](=[CH:8][CH:9]=[C:10]([O:15][CH3:16])[C:11]=2[Cl:14])[C:6]1=[O:17])[CH2:2][CH2:3][CH3:4].[CH:18]([C:20]([CH2:22][CH3:23])=[O:21])=[CH2:19].N12CCCN=C1CCCCC2. Product: [CH2:1]([C:5]1([CH2:19][CH2:18][C:20](=[O:21])[CH2:22][CH3:23])[CH2:13][C:12]2[C:7](=[CH:8][CH:9]=[C:10]([O:15][CH3:16])[C:11]=2[Cl:14])[C:6]1=[O:17])[CH2:2][CH2:3][CH3:4]. The catalyst class is: 765. (2) Reactant: [C:1]([C:3]1[C:4](OS(C(F)(F)F)(=O)=O)=[N:5][C:6]([C:14]2[S:15][CH:16]=[CH:17][CH:18]=2)=[CH:7][C:8]=1[C:9]1[CH:13]=[CH:12][O:11][CH:10]=1)#[N:2].C(N(CC)CC)C.Cl.[NH2:35][CH2:36][C:37]1[CH:46]=[CH:45][C:40]([C:41]([O:43][CH3:44])=[O:42])=[CH:39][CH:38]=1. Product: [CH3:44][O:43][C:41](=[O:42])[C:40]1[CH:45]=[CH:46][C:37]([CH2:36][NH:35][C:4]2[C:3]([C:1]#[N:2])=[C:8]([C:9]3[CH:13]=[CH:12][O:11][CH:10]=3)[CH:7]=[C:6]([C:14]3[S:15][CH:16]=[CH:17][CH:18]=3)[N:5]=2)=[CH:38][CH:39]=1. The catalyst class is: 3. (3) Reactant: [CH3:1][O:2][C:3]([C:5]1[CH:10]=[CH:9][C:8]([C:11]2([C:17]([OH:19])=[O:18])[CH2:16][CH2:15][CH2:14][CH2:13][CH2:12]2)=[CH:7][CH:6]=1)=[O:4].[C:20](OC(O[C:20]([CH3:23])([CH3:22])[CH3:21])N(C)C)([CH3:23])([CH3:22])[CH3:21]. Product: [C:20]([O:18][C:17]([C:11]1([C:8]2[CH:9]=[CH:10][C:5]([C:3]([O:2][CH3:1])=[O:4])=[CH:6][CH:7]=2)[CH2:16][CH2:15][CH2:14][CH2:13][CH2:12]1)=[O:19])([CH3:23])([CH3:22])[CH3:21]. The catalyst class is: 48.